Dataset: Retrosynthesis with 50K atom-mapped reactions and 10 reaction types from USPTO. Task: Predict the reactants needed to synthesize the given product. (1) Given the product Cc1cccc2c(=O)nc(-c3cccc(C(=O)O)n3)sc12, predict the reactants needed to synthesize it. The reactants are: Cc1cccc2c(=O)nc(-c3cccc(C(=O)OC(C)(C)C)n3)sc12. (2) The reactants are: C=CCNCC(C)CC=C.O=S(=O)(Cl)c1ccccn1. Given the product C=CCC(C)CN(CC=C)S(=O)(=O)c1ccccn1, predict the reactants needed to synthesize it. (3) The reactants are: CC(=O)c1cccnc1. Given the product C[C@@H](O)c1cccnc1, predict the reactants needed to synthesize it. (4) The reactants are: Nc1cnc(Cl)c(F)c1I.OB(O)c1cccnc1F. Given the product Nc1cnc(Cl)c(F)c1-c1cccnc1F, predict the reactants needed to synthesize it.